From a dataset of Forward reaction prediction with 1.9M reactions from USPTO patents (1976-2016). Predict the product of the given reaction. (1) Given the reactants Cl.Cl.[NH:3]1[CH2:8][CH2:7][CH2:6][CH:5]([O:9][C:10]2[CH:15]=[CH:14][N:13]=[CH:12][CH:11]=2)[CH2:4]1.C(=O)([O-])[O-].[Cs+].[Cs+].[F:22][C:23]([F:28])([F:27])[CH:24]1[CH2:26][O:25]1, predict the reaction product. The product is: [F:22][C:23]([F:28])([F:27])[CH:24]([OH:25])[CH2:26][N:3]1[CH2:8][CH2:7][CH2:6][CH:5]([O:9][C:10]2[CH:15]=[CH:14][N:13]=[CH:12][CH:11]=2)[CH2:4]1. (2) Given the reactants [C:1]([O:5][C:6]([N:8]1[CH2:13][CH2:12][CH:11]([C:14]2[NH:15][CH:16]=[C:17]([C:19]3[CH:24]=[CH:23][C:22]([F:25])=[C:21]([F:26])[CH:20]=3)[N:18]=2)[CH2:10][CH2:9]1)=[O:7])([CH3:4])([CH3:3])[CH3:2].Br[CH2:28][CH2:29][O:30][Si:31]([C:34]([CH3:37])([CH3:36])[CH3:35])([CH3:33])[CH3:32].[OH-].[K+], predict the reaction product. The product is: [C:1]([O:5][C:6]([N:8]1[CH2:13][CH2:12][CH:11]([C:14]2[N:15]([CH2:28][CH2:29][O:30][Si:31]([C:34]([CH3:37])([CH3:36])[CH3:35])([CH3:33])[CH3:32])[CH:16]=[C:17]([C:19]3[CH:24]=[CH:23][C:22]([F:25])=[C:21]([F:26])[CH:20]=3)[N:18]=2)[CH2:10][CH2:9]1)=[O:7])([CH3:4])([CH3:2])[CH3:3]. (3) Given the reactants C[O-].[Na+].Cl.[NH2:5][C:6]([NH2:8])=[NH:7].O1CCCC1.Cl.[Cl:15][C:16]([C:18]1[C:26]2[C:21](=[CH:22][CH:23]=[CH:24][CH:25]=2)[N:20]([C:27]2[C:36]3[C:31](=[CH:32][CH:33]=[C:34]([C:37]([F:40])([F:39])[F:38])[CH:35]=3)[N:30]=[CH:29][CH:28]=2)[CH:19]=1)=[O:17], predict the reaction product. The product is: [ClH:15].[NH:7]([C:16]([C:18]1[C:26]2[C:21](=[CH:22][CH:23]=[CH:24][CH:25]=2)[N:20]([C:27]2[C:36]3[C:31](=[CH:32][CH:33]=[C:34]([C:37]([F:39])([F:38])[F:40])[CH:35]=3)[N:30]=[CH:29][CH:28]=2)[CH:19]=1)=[O:17])[C:6]([NH2:8])=[NH:5].